From a dataset of Forward reaction prediction with 1.9M reactions from USPTO patents (1976-2016). Predict the product of the given reaction. (1) Given the reactants [C:1]([C:4]1[CH:12]=[CH:11][C:7]2[O:8][CH2:9][O:10][C:6]=2[CH:5]=1)([CH3:3])=[CH2:2], predict the reaction product. The product is: [CH:1]([C:4]1[CH:12]=[CH:11][C:7]2[O:8][CH2:9][O:10][C:6]=2[CH:5]=1)([CH3:3])[CH3:2]. (2) Given the reactants [CH3:1][N:2]([CH3:17])[C:3]1[CH:8]=[CH:7][C:6]([NH:9][C:10]([C:12]2[CH:16]=[CH:15][NH:14][N:13]=2)=[O:11])=[CH:5][CH:4]=1.[C:18]1([C:28](Cl)=[O:29])[C:27]2[C:22](=[CH:23][CH:24]=[CH:25][CH:26]=2)[CH:21]=[CH:20][CH:19]=1, predict the reaction product. The product is: [CH3:1][N:2]([CH3:17])[C:3]1[CH:4]=[CH:5][C:6]([NH:9][C:10]([C:12]2[CH:16]=[CH:15][N:14]([C:28]([C:18]3[C:27]4[C:22](=[CH:23][CH:24]=[CH:25][CH:26]=4)[CH:21]=[CH:20][CH:19]=3)=[O:29])[N:13]=2)=[O:11])=[CH:7][CH:8]=1. (3) Given the reactants [Cl:1][C:2]1[N:11]=[CH:10][C:9]2[NH:8][C:7](=[O:12])[CH:6]3[CH2:13][O:14][CH2:15][CH2:16][N:5]3[C:4]=2[N:3]=1.C([O-])([O-])=O.[K+].[K+].Cl[CH2:24][C:25]1[CH:29]=[CH:28][N:27]([CH3:30])[N:26]=1.O, predict the reaction product. The product is: [Cl:1][C:2]1[N:11]=[CH:10][C:9]2[N:8]([CH2:24][C:25]3[CH:29]=[CH:28][N:27]([CH3:30])[N:26]=3)[C:7](=[O:12])[CH:6]3[CH2:13][O:14][CH2:15][CH2:16][N:5]3[C:4]=2[N:3]=1. (4) Given the reactants [Cl:1][C:2]1[CH:7]=[C:6]2[NH:8][C:9](=[O:36])[C:10]3([CH:15]([C:16]4[CH:21]=[CH:20][CH:19]=[C:18]([Cl:22])[CH:17]=4)[CH2:14][C:13](=[O:23])[N:12]([CH2:24][CH2:25][CH2:26]Cl)[CH:11]3[C:28]3[CH:33]=[C:32]([F:34])[CH:31]=[CH:30][C:29]=3[CH3:35])[C:5]2=[CH:4][CH:3]=1.COC([Si](C)(C)C)C.[NH:45]1[CH2:50][CH2:49][O:48][CH2:47][CH2:46]1.CCN(C(C)C)C(C)C, predict the reaction product. The product is: [Cl:1][C:2]1[CH:7]=[C:6]2[NH:8][C:9](=[O:36])[C:10]3([CH:15]([C:16]4[CH:21]=[CH:20][CH:19]=[C:18]([Cl:22])[CH:17]=4)[CH2:14][C:13](=[O:23])[N:12]([CH2:24][CH2:25][CH2:26][N:45]4[CH2:50][CH2:49][O:48][CH2:47][CH2:46]4)[CH:11]3[C:28]3[CH:33]=[C:32]([F:34])[CH:31]=[CH:30][C:29]=3[CH3:35])[C:5]2=[CH:4][CH:3]=1. (5) Given the reactants [CH2:1]([N:8]1[C:16]2[C:11](=[CH:12][C:13]([NH:17][C:18]3[N:19]=[N:20][C:21]([Cl:27])=[CH:22][C:23]=3[C:24]([OH:26])=[O:25])=[CH:14][CH:15]=2)[CH:10]=[CH:9]1)[C:2]1[CH:7]=[CH:6][CH:5]=[CH:4][CH:3]=1.[C:28](=O)([O-])[O-].[K+].[K+].IC.CCCCCC, predict the reaction product. The product is: [CH2:1]([N:8]1[C:16]2[C:11](=[CH:12][C:13]([NH:17][C:18]3[N:19]=[N:20][C:21]([Cl:27])=[CH:22][C:23]=3[C:24]([O:26][CH3:28])=[O:25])=[CH:14][CH:15]=2)[CH:10]=[CH:9]1)[C:2]1[CH:7]=[CH:6][CH:5]=[CH:4][CH:3]=1. (6) Given the reactants [NH2:1][C:2]1[CH:3]=[C:4]([N:11]2[CH:15]=[CH:14][C:13]([CH:16]=[O:17])=[CH:12]2)[CH:5]=[CH:6][C:7]=1[N+:8]([O-:10])=[O:9].[BH4-].[Na+], predict the reaction product. The product is: [NH2:1][C:2]1[CH:3]=[C:4]([N:11]2[CH:15]=[CH:14][C:13]([CH2:16][OH:17])=[CH:12]2)[CH:5]=[CH:6][C:7]=1[N+:8]([O-:10])=[O:9].